This data is from Full USPTO retrosynthesis dataset with 1.9M reactions from patents (1976-2016). The task is: Predict the reactants needed to synthesize the given product. (1) Given the product [F:1][C:2]1[CH:7]=[CH:6][C:5]([F:8])=[CH:4][C:3]=1[CH2:9][CH:10]([NH:12][C:14]1[CH:19]=[CH:18][NH:17][C:16](=[O:20])[C:15]=1[C:21]1[NH:22][C:23]2=[CH:31][C:30]3[C:29](=[O:32])[N:28]([CH:33]([CH3:35])[CH3:34])[C:27](=[O:36])[C:26]=3[CH:25]=[C:24]2[N:37]=1)[CH3:11], predict the reactants needed to synthesize it. The reactants are: [F:1][C:2]1[CH:7]=[CH:6][C:5]([F:8])=[CH:4][C:3]=1[CH2:9][CH:10]([NH2:12])[CH3:11].Cl[C:14]1[CH:19]=[CH:18][NH:17][C:16](=[O:20])[C:15]=1[C:21]1[NH:37][C:24]2=[CH:25][C:26]3[C:27](=[O:36])[N:28]([CH:33]([CH3:35])[CH3:34])[C:29](=[O:32])[C:30]=3[CH:31]=[C:23]2[N:22]=1. (2) Given the product [Cl:41][C:38]1[CH:37]=[CH:36][C:35]([C:33]([C:13]2[N:12]3[C:16]([CH:17]=[C:9]([OH:8])[CH:10]=[CH:11]3)=[C:15]([C:18](=[O:23])[C:19]([CH3:21])([CH3:22])[CH3:20])[C:14]=2[CH2:24][C:25]([CH3:31])([CH3:32])[C:26]([O:28][CH2:29][CH3:30])=[O:27])=[O:34])=[CH:40][CH:39]=1, predict the reactants needed to synthesize it. The reactants are: C([O:8][C:9]1[CH:10]=[CH:11][N:12]2[C:16]([CH:17]=1)=[C:15]([C:18](=[O:23])[C:19]([CH3:22])([CH3:21])[CH3:20])[C:14]([CH2:24][C:25]([CH3:32])([CH3:31])[C:26]([O:28][CH2:29][CH3:30])=[O:27])=[C:13]2[C:33]([C:35]1[CH:40]=[CH:39][C:38]([Cl:41])=[CH:37][CH:36]=1)=[O:34])C1C=CC=CC=1.